From a dataset of Catalyst prediction with 721,799 reactions and 888 catalyst types from USPTO. Predict which catalyst facilitates the given reaction. Reactant: Cl[CH2:2][C:3]1[CH:18]=[CH:17][C:6]2[S:7][CH:8]=[C:9]([C:10]3[CH:15]=[CH:14][CH:13]=[CH:12][C:11]=3[CH3:16])[C:5]=2[CH:4]=1.[OH:19][C:20]1[CH:25]=[CH:24][C:23]([C@@H:26]([C:33]#[C:34][CH3:35])[CH2:27][C:28]([O:30][CH2:31][CH3:32])=[O:29])=[CH:22][CH:21]=1.C([O-])([O-])=O.[Cs+].[Cs+]. Product: [CH3:16][C:11]1[CH:12]=[CH:13][CH:14]=[CH:15][C:10]=1[C:9]1[C:5]2[CH:4]=[C:3]([CH2:2][O:19][C:20]3[CH:21]=[CH:22][C:23]([C@@H:26]([C:33]#[C:34][CH3:35])[CH2:27][C:28]([O:30][CH2:31][CH3:32])=[O:29])=[CH:24][CH:25]=3)[CH:18]=[CH:17][C:6]=2[S:7][CH:8]=1. The catalyst class is: 23.